Dataset: Forward reaction prediction with 1.9M reactions from USPTO patents (1976-2016). Task: Predict the product of the given reaction. (1) The product is: [C:31]([NH:39][C:40]([NH:1][C@@:2]([C:7]1[CH:12]=[C:11]([Br:13])[C:10]([F:14])=[CH:9][C:8]=1[F:15])([CH3:6])[CH2:3][CH2:4][OH:5])=[S:41])(=[O:38])[C:32]1[CH:37]=[CH:36][CH:35]=[CH:34][CH:33]=1. Given the reactants [NH2:1][C@@:2]([C:7]1[CH:12]=[C:11]([Br:13])[C:10]([F:14])=[CH:9][C:8]=1[F:15])([CH3:6])[CH2:3][CH2:4][OH:5].C[Si](N([Si](C)(C)C)C(=O)C(F)(F)F)(C)C.[C:31]([N:39]=[C:40]=[S:41])(=[O:38])[C:32]1[CH:37]=[CH:36][CH:35]=[CH:34][CH:33]=1, predict the reaction product. (2) Given the reactants [C:1]1([C:7]2[N:15]3[C:10]([CH:11]=[CH:12][CH:13]=[CH:14]3)=[CH:9][C:8]=2[CH2:16][OH:17])[CH:6]=[CH:5][CH:4]=[CH:3][CH:2]=1, predict the reaction product. The product is: [C:1]1([C:7]2[N:15]3[C:10]([CH:11]=[CH:12][CH:13]=[CH:14]3)=[CH:9][C:8]=2[CH:16]=[O:17])[CH:2]=[CH:3][CH:4]=[CH:5][CH:6]=1. (3) Given the reactants [CH3:1][O:2][C:3]([C:5]1[CH:6]=[CH:7][C:8]([C:11]([OH:13])=O)=[N:9][CH:10]=1)=[O:4].[NH:14]1[CH2:18][CH2:17][CH2:16][CH2:15]1, predict the reaction product. The product is: [N:14]1([C:11]([C:8]2[CH:7]=[CH:6][C:5]([C:3]([O:2][CH3:1])=[O:4])=[CH:10][N:9]=2)=[O:13])[CH2:18][CH2:17][CH2:16][CH2:15]1. (4) Given the reactants I/[CH:2]=[CH:3]/[C@@H:4]([O:11][Si:12]([C:15]([CH3:18])([CH3:17])[CH3:16])([CH3:14])[CH3:13])[CH:5]1[CH2:10][CH2:9][CH2:8][CH2:7][CH2:6]1.C([Li])(C)(C)C.C(N([CH2:29][C:30]1[C:31](=[O:43])[CH2:32][C@@H:33]([O:35][Si:36]([C:39]([CH3:42])([CH3:41])[CH3:40])([CH3:38])[CH3:37])[CH:34]=1)CC)C.CCCCCC, predict the reaction product. The product is: [CH2:29]=[C:30]1[C@@H:34](/[CH:2]=[CH:3]/[C@@H:4]([O:11][Si:12]([C:15]([CH3:18])([CH3:17])[CH3:16])([CH3:14])[CH3:13])[CH:5]2[CH2:10][CH2:9][CH2:8][CH2:7][CH2:6]2)[C@H:33]([O:35][Si:36]([C:39]([CH3:41])([CH3:40])[CH3:42])([CH3:37])[CH3:38])[CH2:32][C:31]1=[O:43]. (5) Given the reactants [Si:1]([O-:5])([O-:4])([O-:3])[O-:2].[Ca+2:6].[Ca+2].[CH3:8][CH2:9][CH2:10][CH2:11][NH:12][C:13]1[CH:14]=[CH:15][C:16]([C:19]([O:21][CH2:22][CH2:23][O:24][CH2:25][CH2:26][O:27][CH2:28][CH2:29][O:30][CH2:31][CH2:32][O:33][CH2:34][CH2:35][O:36][CH2:37][CH2:38][O:39][CH2:40][CH2:41][O:42][CH2:43][CH2:44][O:45][CH2:46][CH2:47][O:48][CH3:49])=[O:20])=[CH:17][CH:18]=1, predict the reaction product. The product is: [CH3:8][CH2:9][CH2:10][CH2:11][NH:12][C:13]1[CH:18]=[CH:17][C:16]([C:19]([O:21][CH2:22][CH2:23][O:24][CH2:25][CH2:26][O:27][CH2:28][CH2:29][O:30][CH2:31][CH2:32][O:33][CH2:34][CH2:35][O:36][CH2:37][CH2:38][O:39][CH2:40][CH2:41][O:42][CH2:43][CH2:44][O:45][CH2:46][CH2:47][O:48][CH3:49])=[O:20])=[CH:15][CH:14]=1.[Si:1]([O-:5])([O-:4])([O-:3])[O-:2].[Ca+2:6].[Ca+2:6]. (6) Given the reactants [C:1]1([CH3:18])[CH:6]=[CH:5][CH:4]=[CH:3][C:2]=1[C:7]1[CH:8]=[C:9]2[C:14](=[CH:15][CH:16]=1)[N:13]=[C:12]([NH2:17])[CH:11]=[CH:10]2.C1COCC1.[C:24](Cl)(=[O:29])[C:25]([CH3:28])([CH3:27])[CH3:26], predict the reaction product. The product is: [C:1]1([CH3:18])[CH:6]=[CH:5][CH:4]=[CH:3][C:2]=1[C:7]1[CH:8]=[C:9]2[C:14](=[CH:15][CH:16]=1)[N:13]=[C:12]([NH:17][C:24](=[O:29])[C:25]([CH3:28])([CH3:27])[CH3:26])[CH:11]=[CH:10]2. (7) Given the reactants CO[C:3]1[CH:8]=[CH:7][C:6](N)=[CH:5][CH:4]=1.C([N:12]([CH2:15]C)CC)C.CC(C)=[O:19], predict the reaction product. The product is: [C:15]([NH2:12])(=[O:19])[C:3]1[CH:4]=[CH:5][CH:6]=[CH:7][CH:8]=1.